From a dataset of Full USPTO retrosynthesis dataset with 1.9M reactions from patents (1976-2016). Predict the reactants needed to synthesize the given product. (1) Given the product [C:1]([O:9][CH:10]([CH:11]1[CH2:12][CH2:13][CH2:14][CH2:15]1)[C@@H:16]1[CH2:17][C@@H:18]([O:22][C:26](=[O:28])[CH3:27])[CH:19]([O:20][C:21](=[O:33])[CH3:23])[O:25]1)(=[O:8])[C:2]1[CH:7]=[CH:6][CH:5]=[CH:4][CH:3]=1, predict the reactants needed to synthesize it. The reactants are: [C:1]([O:9][CH:10]([C@H:16]1[O:25][C@@H:19]2[O:20][C:21](C)([CH3:23])[O:22][C@@H:18]2[CH2:17]1)[CH:11]1[CH2:15][CH2:14][CH2:13][CH2:12]1)(=[O:8])[C:2]1[CH:7]=[CH:6][CH:5]=[CH:4][CH:3]=1.[C:26](OC(=O)C)(=[O:28])[CH3:27].[OH:33]S(O)(=O)=O.C([O-])(O)=O.[Na+]. (2) Given the product [CH2:28]([NH:27][C:25](=[O:26])[NH:24][C:12]1[N:11]=[CH:10][C:9]([C:5]2[CH:6]=[N:7][CH:8]=[C:3]([C:1](=[N:30][OH:31])[NH2:2])[CH:4]=2)=[C:14]([C:15]2[S:16][CH:17]=[C:18]([C:20]([F:22])([F:21])[F:23])[N:19]=2)[CH:13]=1)[CH3:29], predict the reactants needed to synthesize it. The reactants are: [C:1]([C:3]1[CH:4]=[C:5]([C:9]2[CH:10]=[N:11][C:12]([NH:24][C:25]([NH:27][CH2:28][CH3:29])=[O:26])=[CH:13][C:14]=2[C:15]2[S:16][CH:17]=[C:18]([C:20]([F:23])([F:22])[F:21])[N:19]=2)[CH:6]=[N:7][CH:8]=1)#[N:2].[NH2:30][OH:31].